From a dataset of Full USPTO retrosynthesis dataset with 1.9M reactions from patents (1976-2016). Predict the reactants needed to synthesize the given product. The reactants are: [Cl:1][C:2]1[C:3]([C:21]([F:24])([F:23])[F:22])=[C:4]([C:8]2[CH2:13][CH2:12][N:11]([C:14]([O:16][C:17]([CH3:20])([CH3:19])[CH3:18])=[O:15])[CH2:10][CH:9]=2)[CH:5]=[CH:6][CH:7]=1.C(O)(=O)C. Given the product [Cl:1][C:2]1[C:3]([C:21]([F:24])([F:22])[F:23])=[C:4]([CH:8]2[CH2:9][CH2:10][N:11]([C:14]([O:16][C:17]([CH3:20])([CH3:19])[CH3:18])=[O:15])[CH2:12][CH2:13]2)[CH:5]=[CH:6][CH:7]=1, predict the reactants needed to synthesize it.